Dataset: Full USPTO retrosynthesis dataset with 1.9M reactions from patents (1976-2016). Task: Predict the reactants needed to synthesize the given product. Given the product [NH:12]1[CH2:10][CH2:11][O:18][CH2:17][CH:3]1[CH2:2][C:1]([O:7][CH2:8][CH3:9])=[O:6], predict the reactants needed to synthesize it. The reactants are: [C:1]([O:7][CH2:8][CH3:9])(=[O:6])[CH2:2][C:3]([O-])=O.[CH2:10]([N:12](CC)CC)[CH3:11].[C:17](=O)=[O:18].